This data is from Full USPTO retrosynthesis dataset with 1.9M reactions from patents (1976-2016). The task is: Predict the reactants needed to synthesize the given product. (1) Given the product [O:1]([C:2]1[CH:7]=[CH:6][N:5]([CH2:8][CH2:9][C:10]2[CH:15]=[CH:14][C:13]([CH2:16][N:17]3[CH2:21][CH2:20][CH2:19][CH2:18]3)=[CH:12][CH:11]=2)[C:4](=[O:22])[CH:3]=1)[C:24]1[CH:29]=[CH:28][CH:27]=[CH:26][CH:25]=1, predict the reactants needed to synthesize it. The reactants are: [OH:1][C:2]1[CH:7]=[CH:6][N:5]([CH2:8][CH2:9][C:10]2[CH:15]=[CH:14][C:13]([CH2:16][N:17]3[CH2:21][CH2:20][CH2:19][CH2:18]3)=[CH:12][CH:11]=2)[C:4](=[O:22])[CH:3]=1.I[C:24]1[CH:29]=[CH:28][CH:27]=[CH:26][CH:25]=1. (2) Given the product [C:16]1([S:22]([N:25]2[C:29]3=[N:30][CH:31]=[C:32]([NH:41][C:42](=[O:50])[CH2:43][C:44]4[C:45]([CH3:49])=[N:46][O:47][CH:48]=4)[C:33]([NH:34][CH:35]4[CH2:40][CH2:39][N:38]([C:13](=[O:14])[CH2:12][O:11][CH3:10])[CH2:37][CH2:36]4)=[C:28]3[CH:27]=[CH:26]2)(=[O:23])=[O:24])[CH:21]=[CH:20][CH:19]=[CH:18][CH:17]=1, predict the reactants needed to synthesize it. The reactants are: C(N(C(C)C)CC)(C)C.[CH3:10][O:11][CH2:12][C:13](Cl)=[O:14].[C:16]1([S:22]([N:25]2[C:29]3=[N:30][CH:31]=[C:32]([NH:41][C:42](=[O:50])[CH2:43][C:44]4[C:45]([CH3:49])=[N:46][O:47][CH:48]=4)[C:33]([NH:34][CH:35]4[CH2:40][CH2:39][NH:38][CH2:37][CH2:36]4)=[C:28]3[CH:27]=[CH:26]2)(=[O:24])=[O:23])[CH:21]=[CH:20][CH:19]=[CH:18][CH:17]=1. (3) The reactants are: [CH2:1]([C:5]1[N:6]=[N:7][C:8]([O:27][CH:28]2[CH2:33][CH2:32][N:31]([CH3:34])[CH2:30][CH2:29]2)=[CH:9][C:10]=1[C:11]1[CH:12]=[CH:13][C:14]([O:20][CH:21]2[CH2:26][CH2:25][CH2:24][CH2:23][CH2:22]2)=[C:15]([CH:19]=1)[C:16](O)=[O:17])[CH2:2][CH2:3][CH3:4].CN(C(ON1N=NC2C=CC=CC1=2)=[N+](C)C)C.F[P-](F)(F)(F)(F)F.C(N(C(C)C)CC)(C)C.[NH2:68][C:69]([CH3:73])([CH3:72])[CH2:70][OH:71]. Given the product [CH2:1]([C:5]1[N:6]=[N:7][C:8]([O:27][CH:28]2[CH2:33][CH2:32][N:31]([CH3:34])[CH2:30][CH2:29]2)=[CH:9][C:10]=1[C:11]1[CH:12]=[CH:13][C:14]([O:20][CH:21]2[CH2:26][CH2:25][CH2:24][CH2:23][CH2:22]2)=[C:15]([CH:19]=1)[C:16]([NH:68][C:69]([CH3:73])([CH3:72])[CH2:70][OH:71])=[O:17])[CH2:2][CH2:3][CH3:4], predict the reactants needed to synthesize it.